From a dataset of Full USPTO retrosynthesis dataset with 1.9M reactions from patents (1976-2016). Predict the reactants needed to synthesize the given product. (1) Given the product [CH3:30][CH:31]1[CH2:39][C:38]2[C:33](=[CH:34][CH:35]=[CH:36][CH:37]=2)[N:32]1[C:27]([C:23]1[N:24]=[CH:25][N:26]=[C:21]([NH:20][C:16]2[CH:17]=[C:18]3[C:13](=[CH:14][CH:15]=2)[CH2:12][C:4]2([C:5]4[C:6](=[N:7][CH:8]=[CH:9][CH:10]=4)[NH:11][C:3]2=[O:2])[CH2:19]3)[CH:22]=1)=[O:28], predict the reactants needed to synthesize it. The reactants are: Cl.[O:2]=[C:3]1[NH:11][C:6]2=[N:7][CH:8]=[CH:9][CH:10]=[C:5]2[C:4]21[CH2:19][C:18]1[C:13](=[CH:14][CH:15]=[C:16]([NH:20][C:21]3[N:26]=[CH:25][N:24]=[C:23]([C:27](O)=[O:28])[CH:22]=3)[CH:17]=1)[CH2:12]2.[CH3:30][CH:31]1[CH2:39][C:38]2[C:33](=[CH:34][CH:35]=[CH:36][CH:37]=2)[NH:32]1.CN(C(ON1N=NC2C=CC=CC1=2)=[N+](C)C)C.[B-](F)(F)(F)F. (2) Given the product [F:39][C:2]([F:1])([F:38])[C:3]1[CH:37]=[CH:36][C:6]([CH2:7][NH:8][C:9]2[N:10]=[CH:11][C:12]([CH2:15][C:16]3[C:24]4[C:19](=[N:20][CH:21]=[C:22]([OH:25])[CH:23]=4)[NH:18][CH:17]=3)=[CH:13][CH:14]=2)=[CH:5][CH:4]=1, predict the reactants needed to synthesize it. The reactants are: [F:1][C:2]([F:39])([F:38])[C:3]1[CH:37]=[CH:36][C:6]([CH2:7][NH:8][C:9]2[CH:14]=[CH:13][C:12]([CH2:15][C:16]3[C:24]4[C:19](=[N:20][CH:21]=[C:22]([O:25][Si](C(C)C)(C(C)C)C(C)C)[CH:23]=4)[NH:18][CH:17]=3)=[CH:11][N:10]=2)=[CH:5][CH:4]=1.[F-].C([N+](CCCC)(CCCC)CCCC)CCC. (3) The reactants are: [C:1]1([C:7]([C:12]([CH:14]2[CH2:19][CH2:18][CH2:17][CH2:16][CH2:15]2)=[O:13])([CH3:11])[CH2:8][CH:9]=O)[CH:6]=[CH:5][CH:4]=[CH:3][CH:2]=1.Cl.[CH3:21][O:22][C:23]1[CH:28]=[CH:27][CH:26]=[CH:25][C:24]=1[N:29]1[CH2:34][CH2:33][NH:32][CH2:31][CH2:30]1.C(O)(=O)C.C(O[BH-](OC(=O)C)OC(=O)C)(=O)C.[Na+]. Given the product [CH3:21][O:22][C:23]1[CH:28]=[CH:27][CH:26]=[CH:25][C:24]=1[N:29]1[CH2:34][CH2:33][N:32]([CH2:9][CH2:8][C:7]([C:12]([CH:14]2[CH2:19][CH2:18][CH2:17][CH2:16][CH2:15]2)=[O:13])([C:1]2[CH:6]=[CH:5][CH:4]=[CH:3][CH:2]=2)[CH3:11])[CH2:31][CH2:30]1, predict the reactants needed to synthesize it. (4) The reactants are: [Br:1][C:2]1[CH:3]=[CH:4][C:5]([N:8]2[CH2:13][CH2:12][CH:11]([OH:14])[CH2:10][CH2:9]2)=[N:6][CH:7]=1.[C:15](OC(=O)C)(=[O:17])[CH3:16].CCN(CC)CC. Given the product [C:15]([O:14][CH:11]1[CH2:12][CH2:13][N:8]([C:5]2[CH:4]=[CH:3][C:2]([Br:1])=[CH:7][N:6]=2)[CH2:9][CH2:10]1)(=[O:17])[CH3:16], predict the reactants needed to synthesize it. (5) The reactants are: [NH2:1][C:2]1[C:3]2[C:10]([C:11]3[CH:16]=[CH:15][CH:14]=[C:13]([O:17][CH2:18][C:19]4[CH:24]=[CH:23][CH:22]=[CH:21][CH:20]=4)[CH:12]=3)=[CH:9][N:8]([C@H:25]3[CH2:28][C@H:27]([CH2:29]OS(C4C=CC(C)=CC=4)(=O)=O)[CH2:26]3)[C:4]=2[N:5]=[CH:6][N:7]=1.[C:41]12([NH2:51])[CH2:50][CH:45]3[CH2:46][CH:47]([CH2:49][CH:43]([CH2:44]3)[CH2:42]1)[CH2:48]2. Given the product [C:41]12([NH:51][CH2:29][C@H:27]3[CH2:26][C@H:25]([N:8]4[C:4]5[N:5]=[CH:6][N:7]=[C:2]([NH2:1])[C:3]=5[C:10]([C:11]5[CH:16]=[CH:15][CH:14]=[C:13]([O:17][CH2:18][C:19]6[CH:20]=[CH:21][CH:22]=[CH:23][CH:24]=6)[CH:12]=5)=[CH:9]4)[CH2:28]3)[CH2:48][CH:47]3[CH2:46][CH:45]([CH2:44][CH:43]([CH2:49]3)[CH2:42]1)[CH2:50]2, predict the reactants needed to synthesize it. (6) Given the product [NH:36]1[C:44]2=[N:43][CH:42]=[CH:41][CH:40]=[C:39]2[C:38]([CH:45]=[C:6]2[O:5][C:4]([NH:7][C:8]3[CH:13]=[CH:12][CH:11]=[CH:10][CH:9]=3)=[C:3]([C:14]([O:16][CH3:17])=[O:15])[C:2]2=[O:1])=[CH:37]1, predict the reactants needed to synthesize it. The reactants are: [O:1]=[C:2]1[CH2:6][O:5][C:4]([NH:7][C:8]2[CH:13]=[CH:12][CH:11]=[CH:10][CH:9]=2)=[C:3]1[C:14]([O:16][CH3:17])=[O:15].ClCC(=O)CC(OC)=O.C1(N=C=O)C=CC=CC=1.[NH:36]1[C:44]2[C:39](=[CH:40][CH:41]=[CH:42][N:43]=2)[C:38]([CH:45]=O)=[CH:37]1.N1CCCCC1.